Dataset: Forward reaction prediction with 1.9M reactions from USPTO patents (1976-2016). Task: Predict the product of the given reaction. (1) Given the reactants [CH3:1][S:2]([C:5]1[CH:6]=[CH:7][C:8]2[C:9]3[N:17]=[CH:16][C:15]([C:18]4[C:19]([CH3:24])=[N:20][O:21][C:22]=4[CH3:23])=[CH:14][C:10]=3[NH:11][C:12]=2[CH:13]=1)(=[O:4])=[O:3].[F:25][C:26]1[CH:31]=[CH:30][C:29]([C@@H:32]([CH:34]2[CH2:39][CH2:38][O:37][CH2:36][CH2:35]2)O)=[CH:28][CH:27]=1, predict the reaction product. The product is: [F:25][C:26]1[CH:27]=[CH:28][C:29]([C@H:32]([CH:34]2[CH2:35][CH2:36][O:37][CH2:38][CH2:39]2)[N:11]2[C:12]3[CH:13]=[C:5]([S:2]([CH3:1])(=[O:3])=[O:4])[CH:6]=[CH:7][C:8]=3[C:9]3[N:17]=[CH:16][C:15]([C:18]4[C:19]([CH3:24])=[N:20][O:21][C:22]=4[CH3:23])=[CH:14][C:10]2=3)=[CH:30][CH:31]=1. (2) Given the reactants [CH3:1][O:2][C:3]([C:5]1[CH:9]=[C:8]([C:10]#[C:11][CH2:12][CH2:13][OH:14])[S:7][CH:6]=1)=[O:4], predict the reaction product. The product is: [CH3:1][O:2][C:3]([C:5]1[CH:9]=[C:8]([CH2:10][CH2:11][CH2:12][CH2:13][OH:14])[S:7][CH:6]=1)=[O:4].